From a dataset of Full USPTO retrosynthesis dataset with 1.9M reactions from patents (1976-2016). Predict the reactants needed to synthesize the given product. Given the product [F:36][C:37]1[CH:42]=[CH:41][C:40]([NH:43][C:11]([N:9]2[CH2:8][CH2:7][N:6]3[C:2](=[O:1])[O:3][CH:4]([C:18]4[CH:19]=[CH:20][CH:21]=[CH:22][CH:23]=4)[CH:5]3[CH2:10]2)=[O:13])=[CH:39][CH:38]=1, predict the reactants needed to synthesize it. The reactants are: [O:1]=[C:2]1[N:6]2[CH2:7][CH2:8][N:9]([C:11]([O:13]C(C)(C)C)=O)[CH2:10][CH:5]2[CH:4]([C:18]2[CH:23]=[CH:22][CH:21]=[CH:20][CH:19]=2)[O:3]1.FC(F)(F)C(O)=O.O1CCCC1.[F:36][C:37]1[CH:42]=[CH:41][C:40]([N:43]=C=O)=[CH:39][CH:38]=1.